Predict which catalyst facilitates the given reaction. From a dataset of Catalyst prediction with 721,799 reactions and 888 catalyst types from USPTO. (1) Reactant: [CH2:1]([O:8][C:9]([NH:11][C:12]1[C:21]2[C:16](=[CH:17][CH:18]=[CH:19][CH:20]=2)[C:15]([CH2:22][CH2:23][OH:24])=[C:14]([NH:25][C:26]([C:28]2[NH:29][C:30]3[C:35]([CH:36]=2)=[CH:34][C:33]([O:37][CH3:38])=[CH:32][CH:31]=3)=[O:27])[CH:13]=1)=[O:10])[C:2]1[CH:7]=[CH:6][CH:5]=[CH:4][CH:3]=1.C(N(CC)CC)C.[CH3:46][S:47](Cl)(=[O:49])=[O:48]. Product: [CH3:46][S:47]([O:24][CH2:23][CH2:22][C:15]1[C:16]2[C:21](=[CH:20][CH:19]=[CH:18][CH:17]=2)[C:12]([NH:11][C:9]([O:8][CH2:1][C:2]2[CH:3]=[CH:4][CH:5]=[CH:6][CH:7]=2)=[O:10])=[CH:13][C:14]=1[NH:25][C:26]([C:28]1[NH:29][C:30]2[C:35]([CH:36]=1)=[CH:34][C:33]([O:37][CH3:38])=[CH:32][CH:31]=2)=[O:27])(=[O:49])=[O:48]. The catalyst class is: 76. (2) Reactant: Cl[C:2]1[C:7]([C:8]#[N:9])=[C:6]([NH:10][CH2:11][CH2:12][OH:13])[N:5]=[C:4]([NH:14][CH2:15][CH2:16][OH:17])[N:3]=1.Cl.[F:19][C:20]1[CH:25]=[CH:24][C:23]([C:26]2[CH2:27][CH2:28][NH:29][CH2:30][CH:31]=2)=[CH:22][CH:21]=1.C(N(C(C)C)C(C)C)C. Product: [F:19][C:20]1[CH:25]=[CH:24][C:23]([C:26]2[CH2:31][CH2:30][N:29]([C:2]3[C:7]([C:8]#[N:9])=[C:6]([NH:10][CH2:11][CH2:12][OH:13])[N:5]=[C:4]([NH:14][CH2:15][CH2:16][OH:17])[N:3]=3)[CH2:28][CH:27]=2)=[CH:22][CH:21]=1. The catalyst class is: 12. (3) Reactant: Br[C:2]1[CH:3]=[CH:4][C:5]2[O:14][C:13]3[CH2:12][CH2:11][N:10]([C:15]([O:17][C:18]([CH3:21])([CH3:20])[CH3:19])=[O:16])[CH2:9][C:8]=3[C:6]=2[CH:7]=1.C([Li])CCC.[CH:27](=[O:34])[C:28]1[CH:33]=[CH:32][CH:31]=[CH:30][CH:29]=1.[NH4+].[Cl-:36]. Product: [Cl:36][C:4]1[C:5]2[O:14][C:13]3[CH2:12][CH2:11][N:10]([C:15]([O:17][C:18]([CH3:21])([CH3:20])[CH3:19])=[O:16])[CH2:9][C:8]=3[C:6]=2[CH:7]=[C:2]([CH:27]([OH:34])[C:28]2[CH:33]=[CH:32][CH:31]=[CH:30][CH:29]=2)[CH:3]=1. The catalyst class is: 1. (4) Reactant: [CH2:1](Br)[C:2]([C:4]1[CH:9]=[CH:8][CH:7]=[CH:6][CH:5]=1)=[O:3].O=[C:12]([CH2:18][CH3:19])[CH2:13][C:14]([O:16][CH3:17])=[O:15].O.C1(C)C=CC(S(O)(=O)=O)=CC=1. Product: [CH2:18]([C:12]1[O:3][C:2]([C:4]2[CH:9]=[CH:8][CH:7]=[CH:6][CH:5]=2)=[CH:1][C:13]=1[C:14]([O:16][CH3:17])=[O:15])[CH3:19]. The catalyst class is: 11. (5) Reactant: [C:1]([O:5][C:6](=[O:26])[NH:7][C:8]1[CH:13]=[C:12]([CH2:14][C:15]([CH:23]2[CH2:25][CH2:24]2)(O)[C:16]2[CH:21]=[CH:20][CH:19]=[CH:18][CH:17]=2)[CH:11]=[CH:10][N:9]=1)([CH3:4])([CH3:3])[CH3:2].S(Cl)(Cl)=O.C([O-])(O)=O.[Na+].O. Product: [C:1]([O:5][C:6](=[O:26])[NH:7][C:8]1[CH:13]=[C:12]([CH:14]=[C:15]([CH:23]2[CH2:24][CH2:25]2)[C:16]2[CH:21]=[CH:20][CH:19]=[CH:18][CH:17]=2)[CH:11]=[CH:10][N:9]=1)([CH3:4])([CH3:2])[CH3:3]. The catalyst class is: 341. (6) Reactant: [H-].[Na+].[OH:3][C@H:4]1[CH2:8][CH2:7][N:6]([C:9]([O:11][C:12]([CH3:15])([CH3:14])[CH3:13])=[O:10])[CH2:5]1.[Br:16][C:17]1[CH:24]=[CH:23][C:22]([F:25])=[CH:21][C:18]=1[CH2:19]Br. Product: [Br:16][C:17]1[CH:24]=[CH:23][C:22]([F:25])=[CH:21][C:18]=1[CH2:19][O:3][C@H:4]1[CH2:8][CH2:7][N:6]([C:9]([O:11][C:12]([CH3:15])([CH3:14])[CH3:13])=[O:10])[CH2:5]1. The catalyst class is: 1.